This data is from CYP2D6 inhibition data for predicting drug metabolism from PubChem BioAssay. The task is: Regression/Classification. Given a drug SMILES string, predict its absorption, distribution, metabolism, or excretion properties. Task type varies by dataset: regression for continuous measurements (e.g., permeability, clearance, half-life) or binary classification for categorical outcomes (e.g., BBB penetration, CYP inhibition). Dataset: cyp2d6_veith. (1) The drug is CCC(NC(=O)Nc1cc(OC)c(OC)c(OC)c1)(C(F)(F)F)C(F)(F)F. The result is 0 (non-inhibitor). (2) The drug is Cc1ccc(OCCCN(C)C)c(Br)c1. The result is 1 (inhibitor). (3) The drug is Cc1cc2nnc(SCC(=O)OC(C)C)n2c2ccccc12. The result is 0 (non-inhibitor). (4) The result is 0 (non-inhibitor). The compound is COCCn1c(=O)c(-c2cccc(C#N)c2)nc2cnc(Oc3ccc(OC)cc3)nc21. (5) The drug is CCOC(=O)c1cnn(-c2ccccc2)c1-n1cccc1C(=O)C(=O)Nc1ccccc1C(F)(F)F. The result is 0 (non-inhibitor). (6) The molecule is COc1ccc(OCc2nnc(SCC(=O)O)n2N)cc1. The result is 0 (non-inhibitor). (7) The compound is Cc1ccc(NC(=O)c2sc3nc[nH]c(=O)c3c2C)c(C)c1. The result is 0 (non-inhibitor).